From a dataset of NCI-60 drug combinations with 297,098 pairs across 59 cell lines. Regression. Given two drug SMILES strings and cell line genomic features, predict the synergy score measuring deviation from expected non-interaction effect. Drug 1: C1=NC2=C(N=C(N=C2N1C3C(C(C(O3)CO)O)O)F)N. Drug 2: C(CC(=O)O)C(=O)CN.Cl. Cell line: CCRF-CEM. Synergy scores: CSS=37.6, Synergy_ZIP=-6.57, Synergy_Bliss=-3.07, Synergy_Loewe=-25.4, Synergy_HSA=-4.16.